Task: Regression. Given a peptide amino acid sequence and an MHC pseudo amino acid sequence, predict their binding affinity value. This is MHC class I binding data.. Dataset: Peptide-MHC class I binding affinity with 185,985 pairs from IEDB/IMGT (1) The peptide sequence is GRQTALFLLKL. The MHC is HLA-B27:05 with pseudo-sequence HLA-B27:05. The binding affinity (normalized) is 0.722. (2) The peptide sequence is YLRQRQAAL. The MHC is HLA-A26:01 with pseudo-sequence HLA-A26:01. The binding affinity (normalized) is 0.0847. (3) The peptide sequence is TLMSIVSSL. The MHC is HLA-B15:01 with pseudo-sequence HLA-B15:01. The binding affinity (normalized) is 0.692. (4) The peptide sequence is TKDTNDNNL. The MHC is HLA-A02:01 with pseudo-sequence HLA-A02:01. The binding affinity (normalized) is 0.0847.